Dataset: Full USPTO retrosynthesis dataset with 1.9M reactions from patents (1976-2016). Task: Predict the reactants needed to synthesize the given product. Given the product [C:11]1([CH3:21])[CH:16]=[CH:15][C:14]([S:17]([O:10][CH2:9][C:6]2[CH:5]=[C:4]([CH:1]([CH3:3])[CH3:2])[O:8][N:7]=2)(=[O:19])=[O:18])=[CH:13][CH:12]=1, predict the reactants needed to synthesize it. The reactants are: [CH:1]([C:4]1[O:8][N:7]=[C:6]([CH2:9][OH:10])[CH:5]=1)([CH3:3])[CH3:2].[C:11]1([CH3:21])[CH:16]=[CH:15][C:14]([S:17](Cl)(=[O:19])=[O:18])=[CH:13][CH:12]=1.O.